This data is from Reaction yield outcomes from USPTO patents with 853,638 reactions. The task is: Predict the reaction yield, written as a fraction of the theoretical maximum amount of product (1.0 means a 100% yield; for example, 0.34 means a 34% yield). (1) The reactants are [C:1]([O:5][C:6](=[O:38])[NH:7][C:8]1([C:12]2[CH:17]=[CH:16][C:15]([C:18]3[C:19]([C:32]4[CH:37]=[CH:36][CH:35]=[CH:34][CH:33]=4)=[CH:20][C:21]4[N:26]5[C:27](=[O:30])[NH:28][N:29]=[C:25]5[CH2:24][O:23][C:22]=4[N:31]=3)=[CH:14][CH:13]=2)[CH2:11][CH2:10][CH2:9]1)([CH3:4])([CH3:3])[CH3:2].[C:39](=O)([O-])[O-].[K+].[K+].CI.O. The catalyst is CN(C=O)C. The product is [C:1]([O:5][C:6](=[O:38])[NH:7][C:8]1([C:12]2[CH:13]=[CH:14][C:15]([C:18]3[C:19]([C:32]4[CH:37]=[CH:36][CH:35]=[CH:34][CH:33]=4)=[CH:20][C:21]4[N:26]5[C:27](=[O:30])[N:28]([CH3:39])[N:29]=[C:25]5[CH2:24][O:23][C:22]=4[N:31]=3)=[CH:16][CH:17]=2)[CH2:11][CH2:10][CH2:9]1)([CH3:4])([CH3:2])[CH3:3]. The yield is 0.820. (2) The reactants are C(OC(=O)[NH:7][CH:8]([C:30]1[CH:35]=[CH:34][CH:33]=[CH:32][CH:31]=1)[CH2:9][CH2:10][N:11]1[CH2:29][CH2:28][C:14]2([C:18](=[O:19])[N:17]([CH2:20][C:21]3[CH:26]=[CH:25][C:24]([Br:27])=[CH:23][CH:22]=3)[CH2:16][CH2:15]2)[CH2:13][CH2:12]1)(C)(C)C.C(O)(C(F)(F)F)=O.[OH-].[Na+]. The catalyst is C(Cl)Cl. The product is [NH2:7][CH:8]([C:30]1[CH:35]=[CH:34][CH:33]=[CH:32][CH:31]=1)[CH2:9][CH2:10][N:11]1[CH2:29][CH2:28][C:14]2([C:18](=[O:19])[N:17]([CH2:20][C:21]3[CH:26]=[CH:25][C:24]([Br:27])=[CH:23][CH:22]=3)[CH2:16][CH2:15]2)[CH2:13][CH2:12]1. The yield is 1.00. (3) The reactants are [NH:1]1[CH2:8][CH2:7][CH2:6][C@@H:2]1[C:3]([OH:5])=[O:4].[C:9](Cl)(=[O:13])[C:10]([CH3:12])=[CH2:11]. The catalyst is [OH-].[Na+].CC(C)=O. The product is [C:9]([N:1]1[CH2:8][CH2:7][CH2:6][C@@H:2]1[C:3]([OH:5])=[O:4])(=[O:13])[C:10]([CH3:12])=[CH2:11]. The yield is 0.680.